Dataset: Forward reaction prediction with 1.9M reactions from USPTO patents (1976-2016). Task: Predict the product of the given reaction. (1) The product is: [O:4]=[S:5]1(=[O:29])[C:10]2[CH:11]=[C:12]([O:15][C:16]3[CH:17]=[CH:18][C:19]([CH2:22][C:23]([N:2]([CH3:3])[CH3:1])=[O:24])=[CH:20][CH:21]=3)[CH:13]=[CH:14][C:9]=2[N:8]2[CH2:26][CH2:27][CH2:28][CH:7]2[NH:6]1. Given the reactants [CH3:1][NH:2][CH3:3].[O:4]=[S:5]1(=[O:29])[C:10]2[CH:11]=[C:12]([O:15][C:16]3[CH:21]=[CH:20][C:19]([CH2:22][C:23](O)=[O:24])=[CH:18][CH:17]=3)[CH:13]=[CH:14][C:9]=2[N:8]2[CH2:26][CH2:27][CH2:28][CH:7]2[NH:6]1, predict the reaction product. (2) Given the reactants CCCC[N+](CCCC)(CCCC)CCCC.[F-].[C:19]([O:23][C:24](=[O:47])[N:25]([CH2:30][C:31]1[CH:36]=[CH:35][C:34]([Cl:37])=[C:33]([C:38](C)(C)[O:39][SiH2]C(C)(C)C)[CH:32]=1)[CH2:26][CH:27]1[CH2:29][CH2:28]1)([CH3:22])([CH3:21])[CH3:20].CCOC(C)=O, predict the reaction product. The product is: [C:19]([O:23][C:24](=[O:47])[N:25]([CH2:30][C:31]1[CH:36]=[CH:35][C:34]([Cl:37])=[C:33]([CH2:38][OH:39])[CH:32]=1)[CH2:26][CH:27]1[CH2:29][CH2:28]1)([CH3:22])([CH3:20])[CH3:21]. (3) The product is: [Br:1][C:2]1[CH:7]=[C:6]([F:8])[C:5]([Br:9])=[CH:4][C:3]=1[S:10]([NH:13][C@@H:14]1[CH2:18][C@H:17]([CH3:19])[N:16]([C:20]#[N:22])[CH2:15]1)(=[O:11])=[O:12]. Given the reactants [Br:1][C:2]1[CH:7]=[C:6]([F:8])[C:5]([Br:9])=[CH:4][C:3]=1[S:10]([NH:13][C@@H:14]1[CH2:18][C@H:17]([CH3:19])[NH:16][CH2:15]1)(=[O:12])=[O:11].[CH2:20]([N:22](CC)CC)C.BrC#N.C(O)C(N)(CO)CO, predict the reaction product. (4) Given the reactants Br[C:2]1[CH:3]=[C:4]([NH2:16])[C:5]([C:8]2[CH:13]=[CH:12][C:11]([O:14][CH3:15])=[CH:10][CH:9]=2)=[N:6][CH:7]=1.C1(P(C2CCCCC2)C2(C(C)C)CC(C(C)C)=CC(C(C)C)=C2C2C=CC=CC=2)CCCCC1.CC(C1C=C(C(C)C)C(C2C=CC=CC=2P(C2CCCCC2)C2CCCCC2)=C(C(C)C)C=1)C.[NH:85]1[CH2:90][CH2:89][O:88][CH2:87][CH2:86]1.C[Si]([N-][Si](C)(C)C)(C)C.[Li+], predict the reaction product. The product is: [CH3:15][O:14][C:11]1[CH:12]=[CH:13][C:8]([C:5]2[C:4]([NH2:16])=[CH:3][C:2]([N:85]3[CH2:90][CH2:89][O:88][CH2:87][CH2:86]3)=[CH:7][N:6]=2)=[CH:9][CH:10]=1. (5) The product is: [CH3:1][C@@H:2]1[CH2:7][N:6]([C:8]([C:10]2[C:15]([C:16]3[N:21]=[CH:20][CH:19]=[CH:18][N:17]=3)=[CH:14][CH:13]=[C:12]([CH3:22])[N:11]=2)=[O:9])[C@H:5]([CH2:23][NH:24][C:32]2[C:37]([C:38]([F:41])([F:40])[F:39])=[CH:36][CH:35]=[CH:34][N:33]=2)[CH2:4][CH2:3]1. Given the reactants [CH3:1][C@@H:2]1[CH2:7][N:6]([C:8]([C:10]2[C:15]([C:16]3[N:21]=[CH:20][CH:19]=[CH:18][N:17]=3)=[CH:14][CH:13]=[C:12]([CH3:22])[N:11]=2)=[O:9])[C@H:5]([CH2:23][NH2:24])[CH2:4][CH2:3]1.C(=O)([O-])[O-].[K+].[K+].F[C:32]1[C:37]([C:38]([F:41])([F:40])[F:39])=[CH:36][CH:35]=[CH:34][N:33]=1, predict the reaction product. (6) Given the reactants Cl[C:2]1[N:7]=[C:6]2[N:8]([CH2:11][C:12]3[CH:17]=[CH:16][C:15]([O:18][CH3:19])=[CH:14][CH:13]=3)[N:9]=[CH:10][C:5]2=[CH:4][CH:3]=1.[CH2:20]([OH:25])[CH2:21][CH2:22][CH2:23][OH:24].[H-].[Na+], predict the reaction product. The product is: [CH3:19][O:18][C:15]1[CH:16]=[CH:17][C:12]([CH2:11][N:8]2[C:6]3=[N:7][C:2]([O:24][CH2:23][CH2:22][CH2:21][CH2:20][OH:25])=[CH:3][CH:4]=[C:5]3[CH:10]=[N:9]2)=[CH:13][CH:14]=1. (7) The product is: [CH3:1][CH2:2][N:3]([CH2:6][CH2:7][NH:8][C:9]([C:11]1[C:12]([CH3:29])=[C:13](/[CH:17]=[C:18]2/[C:19]3[CH:20]=[C:21]([F:28])[CH:22]=[CH:23][C:24]=3[NH:25][C:26]/2=[O:27])[NH:14][C:15]=1[CH3:16])=[O:10])[CH2:4][CH3:5].[P:30]([O-:34])([O-:33])([O-:32])=[O:31]. Given the reactants [CH3:1][CH2:2][N:3]([CH2:6][CH2:7][NH:8][C:9]([C:11]1[C:12]([CH3:29])=[C:13](/[CH:17]=[C:18]2/[C:19]3[CH:20]=[C:21]([F:28])[CH:22]=[CH:23][C:24]=3[NH:25][C:26]/2=[O:27])[NH:14][C:15]=1[CH3:16])=[O:10])[CH2:4][CH3:5].[P:30](=[O:34])([OH:33])([OH:32])[OH:31], predict the reaction product. (8) Given the reactants [Br:1][C:2]1[CH:3]=[C:4]2[C:9](=[CH:10][C:11]=1[O:12][CH3:13])[O:8][C:7]([CH3:15])([CH3:14])[CH2:6][C:5]2=[O:16].[F:17][C:18]([F:31])([F:30])[S:19](O[S:19]([C:18]([F:31])([F:30])[F:17])(=[O:21])=[O:20])(=[O:21])=[O:20].C(C1C=C(C)C=C(C(C)(C)C)N=1)(C)(C)C, predict the reaction product. The product is: [Br:1][C:2]1[CH:3]=[C:4]2[C:9](=[CH:10][C:11]=1[O:12][CH3:13])[O:8][C:7]([CH3:14])([CH3:15])[CH:6]=[C:5]2[O:16][S:19]([C:18]([F:31])([F:30])[F:17])(=[O:21])=[O:20].